From a dataset of Reaction yield outcomes from USPTO patents with 853,638 reactions. Predict the reaction yield, written as a fraction of the theoretical maximum amount of product (1.0 means a 100% yield; for example, 0.34 means a 34% yield). (1) The reactants are [OH:1][C:2]1[CH:3]=[C:4]([CH:9]=[C:10]([N+:12]([O-:14])=[O:13])[CH:11]=1)[C:5]([O:7][CH3:8])=[O:6].[F:15][C:16]1[CH:23]=[CH:22][CH:21]=[CH:20][C:17]=1[CH2:18]Br.C(=O)([O-])[O-].[K+].[K+]. The catalyst is CN(C=O)C. The product is [F:15][C:16]1[CH:23]=[CH:22][CH:21]=[CH:20][C:17]=1[CH2:18][O:1][C:2]1[CH:3]=[C:4]([CH:9]=[C:10]([N+:12]([O-:14])=[O:13])[CH:11]=1)[C:5]([O:7][CH3:8])=[O:6]. The yield is 0.800. (2) The reactants are CCN(C(C)C)C(C)C.[N:10]1([N:16]2[CH:20]=[C:19]([C:21]([OH:23])=O)[N:18]=[N:17]2)[CH2:15][CH2:14][O:13][CH2:12][CH2:11]1.C1C=CC2N(O)N=NC=2C=1.CCN=C=NCCCN(C)C.Cl.[NH2:46][CH2:47][C:48]([N:50]1[CH2:55][CH2:54][N:53]([C:56](=[O:65])[C:57]2[CH:62]=[C:61]([F:63])[CH:60]=[CH:59][C:58]=2[Cl:64])[CH2:52][CH2:51]1)=[O:49].ClC1C=CC(F)=CC=1C(O)=O. The catalyst is CN(C=O)C.O. The product is [Cl:64][C:58]1[CH:59]=[CH:60][C:61]([F:63])=[CH:62][C:57]=1[C:56]([N:53]1[CH2:52][CH2:51][N:50]([C:48](=[O:49])[CH2:47][NH:46][C:21]([C:19]2[N:18]=[N:17][N:16]([N:10]3[CH2:11][CH2:12][O:13][CH2:14][CH2:15]3)[CH:20]=2)=[O:23])[CH2:55][CH2:54]1)=[O:65]. The yield is 0.390. (3) The reactants are N#N.C([O:6][C@@H:7]1[C@@H:12]([O:13]C(=O)C)[C@H:11]([CH2:17][O:18]C(=O)C)[O:10][C@H:9]([O:22][C:23]2[CH:28]=[CH:27][C:26](Br)=[CH:25][C:24]=2[CH3:30])[C@@H:8]1CC([O-])=O)(=O)C.[CH3:35][O:36][C:37]([C:39]1[CH:40]=[C:41](B(O)O)[CH:42]=[CH:43][CH:44]=1)=[O:38].C([O-])([O-])=[O:49].[Cs+].[Cs+]. The catalyst is O1CCOCC1.O. The product is [CH3:30][C:24]1[CH:25]=[C:26]([C:41]2[CH:40]=[C:39]([CH:44]=[CH:43][CH:42]=2)[C:37]([O:36][CH3:35])=[O:38])[CH:27]=[CH:28][C:23]=1[O:22][C@@H:9]1[C@H:8]([OH:49])[C@@H:7]([OH:6])[C@H:12]([OH:13])[C@H:11]([CH2:17][OH:18])[O:10]1. The yield is 0.550. (4) The reactants are [F:1][C:2]([F:13])([F:12])[C:3]1[CH:8]=[CH:7][C:6](B(O)O)=[CH:5][CH:4]=1.Br[C:15]1[CH:22]=[CH:21][C:18]([CH:19]=[O:20])=[CH:17][CH:16]=1.C(=O)([O-])[O-].[K+].[K+].CCOC(C)=O.CCCCCC. The catalyst is O1CCOCC1.O.[Br-].C([N+](CCCC)(CCCC)CCCC)CCC.C([O-])(=O)C.[Pd+2].C([O-])(=O)C. The product is [F:1][C:2]([F:13])([F:12])[C:3]1[CH:8]=[CH:7][C:6]([C:15]2[CH:22]=[CH:21][C:18]([CH:19]=[O:20])=[CH:17][CH:16]=2)=[CH:5][CH:4]=1. The yield is 0.940. (5) The reactants are Cl[CH2:2][C:3]1[CH:7]=[C:6]([C:8]2[CH:13]=[CH:12][C:11]([Cl:14])=[CH:10][CH:9]=2)[O:5][N:4]=1.C[O:16][C:17](=[O:30])[CH2:18][C:19]1[C:20]2[CH:27]=[C:26]([CH3:28])[C:25]([OH:29])=[CH:24][C:21]=2[S:22][CH:23]=1.COC(=O)CC1C2C=CC=C(OCC3C=C(C4C=CC(Cl)=CC=4)ON=3)C=2SC=1. No catalyst specified. The product is [CH3:28][C:26]1[C:25]([O:29][CH2:2][C:3]2[CH:7]=[C:6]([C:8]3[CH:13]=[CH:12][C:11]([Cl:14])=[CH:10][CH:9]=3)[O:5][N:4]=2)=[CH:24][C:21]2[S:22][CH:23]=[C:19]([CH2:18][C:17]([OH:30])=[O:16])[C:20]=2[CH:27]=1. The yield is 0.340. (6) The reactants are Br[C:2]1[CH:3]=[N:4][C:5]([N:8]2[CH2:13][CH2:12][O:11][C@H:10]([CH2:14][N:15]3[C:19]4=[N:20][C:21]([C:24]5[CH:25]=[N:26][N:27]([CH3:29])[CH:28]=5)=[CH:22][N:23]=[C:18]4[N:17]=[N:16]3)[CH2:9]2)=[N:6][CH:7]=1.[F:30][C:31]1[CH:45]=[C:44](B2OC(C)(C)C(C)(C)O2)[CH:43]=[CH:42][C:32]=1[O:33][CH2:34][CH2:35][N:36]1[CH2:41][CH2:40][O:39][CH2:38][CH2:37]1.C(=O)([O-])[O-].[Na+].[Na+]. The catalyst is O1CCOCC1.C1C=CC([P]([Pd]([P](C2C=CC=CC=2)(C2C=CC=CC=2)C2C=CC=CC=2)([P](C2C=CC=CC=2)(C2C=CC=CC=2)C2C=CC=CC=2)[P](C2C=CC=CC=2)(C2C=CC=CC=2)C2C=CC=CC=2)(C2C=CC=CC=2)C2C=CC=CC=2)=CC=1. The product is [F:30][C:31]1[CH:45]=[C:44]([C:2]2[CH:3]=[N:4][C:5]([N:8]3[CH2:13][CH2:12][O:11][C@H:10]([CH2:14][N:15]4[C:19]5=[N:20][C:21]([C:24]6[CH:25]=[N:26][N:27]([CH3:29])[CH:28]=6)=[CH:22][N:23]=[C:18]5[N:17]=[N:16]4)[CH2:9]3)=[N:6][CH:7]=2)[CH:43]=[CH:42][C:32]=1[O:33][CH2:34][CH2:35][N:36]1[CH2:37][CH2:38][O:39][CH2:40][CH2:41]1. The yield is 0.400. (7) The reactants are [CH3:1][C:2]1[CH:6]=[C:5]([C:7]([O:9][CH2:10][CH3:11])=[O:8])[NH:4][N:3]=1.[OH-].[K+].Br[CH2:15][C:16]1[CH:21]=[CH:20][C:19]([CH3:22])=[CH:18][CH:17]=1. The catalyst is C1COCC1. The product is [CH3:1][C:2]1[N:3]([CH2:15][C:16]2[CH:21]=[CH:20][C:19]([CH3:22])=[CH:18][CH:17]=2)[N:4]=[C:5]([C:7]([O:9][CH2:10][CH3:11])=[O:8])[CH:6]=1. The yield is 0.800. (8) The reactants are C([O:8][C:9]([NH:11][C@H:12]([C:20]([OH:22])=O)[CH2:13][C:14]1[CH:19]=[CH:18][CH:17]=[CH:16][CH:15]=1)=O)C1C=CC=CC=1.COC(=O)[CH2:26][NH2:27]. The catalyst is CO.[Pd]. The product is [CH2:13]([C@@H:12]1[NH:11][C:9](=[O:8])[CH2:26][NH:27][C:20]1=[O:22])[C:14]1[CH:19]=[CH:18][CH:17]=[CH:16][CH:15]=1. The yield is 0.834. (9) The reactants are [CH3:1][NH:2][CH:3]1[CH2:8][CH2:7][O:6][CH2:5][CH2:4]1.C([O-])([O-])=O.[Cs+].[Cs+].Cl[C:16]1[CH:21]=[C:20]([Cl:22])[N:19]=[C:18]([N:23]2[CH2:28][CH2:27][O:26][CH2:25][CH2:24]2)[N:17]=1. The catalyst is CN1C(=O)CCC1. The product is [Cl:22][C:20]1[N:19]=[C:18]([N:23]2[CH2:28][CH2:27][O:26][CH2:25][CH2:24]2)[N:17]=[C:16]([N:2]([CH3:1])[CH:3]2[CH2:8][CH2:7][O:6][CH2:5][CH2:4]2)[CH:21]=1. The yield is 0.230. (10) The reactants are [NH:1]1[CH2:5][CH2:4][C@H:3]([N:6]2[CH:10]=[C:9]([O:11][C:12]3[N:13]=[C:14]([OH:22])[C:15]4[CH:21]=[CH:20][N:19]=[CH:18][C:16]=4[N:17]=3)[CH:8]=[N:7]2)[CH2:2]1.[C:23](Cl)(=[O:30])[C:24]1[CH:29]=[CH:28][CH:27]=[CH:26][CH:25]=1. No catalyst specified. The product is [C:23]([N:1]1[CH2:5][CH2:4][C@H:3]([N:6]2[CH:10]=[C:9]([O:11][C:12]3[N:13]=[C:14]([OH:22])[C:15]4[CH:21]=[CH:20][N:19]=[CH:18][C:16]=4[N:17]=3)[CH:8]=[N:7]2)[CH2:2]1)(=[O:30])[C:24]1[CH:29]=[CH:28][CH:27]=[CH:26][CH:25]=1. The yield is 0.400.